Dataset: Full USPTO retrosynthesis dataset with 1.9M reactions from patents (1976-2016). Task: Predict the reactants needed to synthesize the given product. (1) Given the product [N:1]1([CH:7]2[CH2:8][CH2:9][CH:10]([C:13]([OH:15])=[O:14])[CH2:11][CH2:12]2)[CH2:5][CH2:4][CH2:3][C:2]1=[O:6], predict the reactants needed to synthesize it. The reactants are: [N:1]1([CH:7]2[CH2:12][CH2:11][CH:10]([C:13]([O:15]CC)=[O:14])[CH2:9][CH2:8]2)[CH2:5][CH2:4][CH2:3][C:2]1=[O:6].C(O)C.[O-]CC.[Na+]. (2) Given the product [Br-:1].[CH2:6]([N+:8]([CH2:11][CH3:12])([CH2:9][CH3:10])[CH2:2][CH2:3][O:4][CH3:5])[CH3:7], predict the reactants needed to synthesize it. The reactants are: [Br:1][CH2:2][CH2:3][O:4][CH3:5].[CH2:6]([N:8]([CH2:11][CH3:12])[CH2:9][CH3:10])[CH3:7]. (3) Given the product [CH3:28][NH:29][C:30]([N:12]1[CH2:11][CH2:10][N:9]([CH2:13][C:14]2[CH:19]=[CH:18][C:17]([C:20]3[CH:25]=[C:24]([CH3:26])[CH:23]=[CH:22][C:21]=3[Cl:27])=[CH:16][CH:15]=2)[CH2:8][CH:7]1[C:1]1[CH:2]=[CH:3][CH:4]=[CH:5][CH:6]=1)=[O:31], predict the reactants needed to synthesize it. The reactants are: [C:1]1([CH:7]2[NH:12][CH2:11][CH2:10][N:9]([CH2:13][C:14]3[CH:19]=[CH:18][C:17]([C:20]4[CH:25]=[C:24]([CH3:26])[CH:23]=[CH:22][C:21]=4[Cl:27])=[CH:16][CH:15]=3)[CH2:8]2)[CH:6]=[CH:5][CH:4]=[CH:3][CH:2]=1.[CH3:28][N:29]=[C:30]=[O:31]. (4) Given the product [NH:16]1[C:12]2=[N:13][CH:14]=[CH:15][C:10]([C:7]3[CH:6]=[CH:5][C:4]([C:3]([OH:19])=[O:2])=[CH:9][CH:8]=3)=[C:11]2[CH:18]=[CH:17]1, predict the reactants needed to synthesize it. The reactants are: C[O:2][C:3](=[O:19])[C:4]1[CH:9]=[CH:8][C:7]([C:10]2[CH:15]=[CH:14][N:13]=[C:12]3[NH:16][CH:17]=[CH:18][C:11]=23)=[CH:6][CH:5]=1.[OH-].[K+]. (5) Given the product [C:12]1([CH:9]=[CH:10][C:1]([C:2]2[CH:7]=[CH:6][CH:5]=[CH:4][CH:3]=2)=[O:8])[CH:17]=[CH:16][CH:15]=[CH:14][CH:13]=1, predict the reactants needed to synthesize it. The reactants are: [CH:1](=[O:8])[C:2]1[CH:7]=[CH:6][CH:5]=[CH:4][CH:3]=1.[C:9]([C:12]1[CH:17]=[CH:16][CH:15]=[CH:14][CH:13]=1)(=O)[CH3:10].